This data is from Reaction yield outcomes from USPTO patents with 853,638 reactions. The task is: Predict the reaction yield, written as a fraction of the theoretical maximum amount of product (1.0 means a 100% yield; for example, 0.34 means a 34% yield). (1) The reactants are C([CH:6]1[CH2:11][CH2:10][CH2:9][NH:8][C:7]1=[O:12])(OCC)=O.[OH-].[K+].[Br:15][C:16]1[CH:17]=[C:18]([CH:20]=[CH:21][CH:22]=1)[NH2:19].Cl.[N:24]([O-])=O.[Na+].NC(N)=O.N(O)=O.C(=O)([O-])[O-].[Na+].[Na+]. The catalyst is O. The product is [Br:15][C:16]1[CH:17]=[C:18]([NH:19][N:24]=[C:6]2[CH2:11][CH2:10][CH2:9][NH:8][C:7]2=[O:12])[CH:20]=[CH:21][CH:22]=1. The yield is 0.320. (2) The reactants are CC(C)([O-])C.[K+].[Cl:7][C:8]1[CH:9]=[CH:10][C:11]2[N:12]=[C:13]([NH2:23])[N:14]=[C:15](N3C=NC=N3)[C:16]=2[N:17]=1.[CH3:24][O:25][CH2:26][CH2:27][OH:28]. The catalyst is C(Cl)Cl. The product is [Cl:7][C:8]1[CH:9]=[CH:10][C:11]2[N:12]=[C:13]([NH2:23])[N:14]=[C:15]([O:28][CH2:27][CH2:26][O:25][CH3:24])[C:16]=2[N:17]=1. The yield is 0.900. (3) The reactants are C(O[BH-](OC(=O)C)OC(=O)C)(=O)C.C[N+](C)(C)C.C(Cl)Cl.[NH2:22][CH2:23][CH2:24][O:25][C:26]1[CH:31]=[CH:30][C:29]([F:32])=[CH:28][C:27]=1[C@H:33]1[CH2:37][CH2:36][CH2:35][N:34]1[C:38]1[CH:43]=[CH:42][N:41]2[N:44]=[CH:45][C:46]([CH:47]=O)=[C:40]2[N:39]=1. The catalyst is [Cl-].[Na+].O. The product is [F:32][C:29]1[CH:28]=[C:27]2[C:26](=[CH:31][CH:30]=1)[O:25][CH2:24][CH2:23][NH:22][CH2:47][C:46]1=[C:40]3[N:39]=[C:38]([CH:43]=[CH:42][N:41]3[N:44]=[CH:45]1)[N:34]1[C@@H:33]2[CH2:37][CH2:36][CH2:35]1. The yield is 0.216. (4) The reactants are [F:1][CH:2]([F:15])[O:3][C:4]1[C:9]([CH3:10])=[CH:8][C:7]([N+:11]([O-])=O)=[C:6]([CH3:14])[N:5]=1.C(O)C. The catalyst is C(Cl)Cl.[Pd]. The product is [F:15][CH:2]([F:1])[O:3][C:4]1[N:5]=[C:6]([CH3:14])[C:7]([NH2:11])=[CH:8][C:9]=1[CH3:10]. The yield is 0.890. (5) The reactants are [CH3:1][C:2]1[C:6]([CH3:7])=[C:5]([NH:8][C:9](=[O:16])OCC(Cl)(Cl)Cl)[O:4][N:3]=1.Cl.Cl.[C:19]1([C:25]2[CH:30]=[C:29]([N:31]3[CH2:36][CH2:35][NH:34][CH2:33][CH2:32]3)[N:28]=[CH:27][N:26]=2)[CH:24]=[CH:23][CH:22]=[CH:21][CH:20]=1. No catalyst specified. The product is [CH3:1][C:2]1[C:6]([CH3:7])=[C:5]([NH:8][C:9]([N:34]2[CH2:35][CH2:36][N:31]([C:29]3[CH:30]=[C:25]([C:19]4[CH:24]=[CH:23][CH:22]=[CH:21][CH:20]=4)[N:26]=[CH:27][N:28]=3)[CH2:32][CH2:33]2)=[O:16])[O:4][N:3]=1. The yield is 0.810. (6) The catalyst is CS(C)=O.C(OCC)(=O)C. The reactants are Br[C:2]1[CH:7]=[CH:6][C:5]([N+:8]([O-:10])=[O:9])=[C:4]([CH:11]([O:14][CH3:15])[O:12][CH3:13])[CH:3]=1.C([O-])(=O)C.[K+].[B:21]1(B2OCC(C)(C)CO2)[O:26]CC(C)(C)C[O:22]1.O. The yield is 0.840. The product is [CH3:13][O:12][CH:11]([O:14][CH3:15])[C:4]1[CH:3]=[C:2]([B:21]([OH:26])[OH:22])[CH:7]=[CH:6][C:5]=1[N+:8]([O-:10])=[O:9]. (7) The reactants are [C:1]1([OH:11])[C:10]2[CH2:9][CH2:8][CH2:7][CH2:6][C:5]=2[CH:4]=[CH:3][CH:2]=1.C(NC(C)C)(C)C.[Br:19]N1C(=O)CCC1=O.Cl. The catalyst is ClCCl.CCCCCC.O. The product is [Br:19][C:2]1[CH:3]=[CH:4][C:5]2[CH2:6][CH2:7][CH2:8][CH2:9][C:10]=2[C:1]=1[OH:11]. The yield is 0.730. (8) The reactants are [CH3:1][O:2][C:3](=[O:27])[C@@H:4]([NH:10][C:11]([C:13]1[CH:18]=[CH:17][C:16]([C:19]2[CH:24]=[CH:23][C:22]([CH2:25][CH3:26])=[CH:21][CH:20]=2)=[CH:15][CH:14]=1)=[O:12])[C@H:5]([N:7]=[N+]=[N-])[CH3:6]. The yield is 0.990. The product is [CH3:1][O:2][C:3](=[O:27])[C@@H:4]([NH:10][C:11]([C:13]1[CH:18]=[CH:17][C:16]([C:19]2[CH:24]=[CH:23][C:22]([CH2:25][CH3:26])=[CH:21][CH:20]=2)=[CH:15][CH:14]=1)=[O:12])[C@H:5]([NH2:7])[CH3:6]. The catalyst is CO.